From a dataset of Peptide-MHC class I binding affinity with 185,985 pairs from IEDB/IMGT. Regression. Given a peptide amino acid sequence and an MHC pseudo amino acid sequence, predict their binding affinity value. This is MHC class I binding data. (1) The peptide sequence is DTTTDISKY. The MHC is HLA-B07:02 with pseudo-sequence HLA-B07:02. The binding affinity (normalized) is 0.0847. (2) The peptide sequence is HPRHYATIM. The MHC is HLA-B53:01 with pseudo-sequence HLA-B53:01. The binding affinity (normalized) is 0.0872. (3) The peptide sequence is ITVSGLYPL. The binding affinity (normalized) is 0.768. The MHC is HLA-A68:02 with pseudo-sequence HLA-A68:02. (4) The peptide sequence is LFFPFGLFK. The MHC is HLA-B48:01 with pseudo-sequence HLA-B48:01. The binding affinity (normalized) is 0.0847. (5) The peptide sequence is LGEGHGAGGW. The MHC is Mamu-B52 with pseudo-sequence Mamu-B52. The binding affinity (normalized) is 0.254.